From a dataset of Full USPTO retrosynthesis dataset with 1.9M reactions from patents (1976-2016). Predict the reactants needed to synthesize the given product. (1) Given the product [C:1]([O:4][C:5]1[CH:6]=[C:7]([CH:11]=[C:12]([O:14][C:15](=[O:17])[CH3:16])[CH:13]=1)[C:8]([Cl:26])=[O:9])(=[O:3])[CH3:2], predict the reactants needed to synthesize it. The reactants are: [C:1]([O:4][C:5]1[CH:6]=[C:7]([CH:11]=[C:12]([O:14][C:15](=[O:17])[CH3:16])[CH:13]=1)[C:8](O)=[O:9])(=[O:3])[CH3:2].C1COCC1.C(Cl)(=O)C([Cl:26])=O. (2) The reactants are: [NH2:1][C:2]1[C:7]([C:8]2[CH:13]=[CH:12][CH:11]=[C:10]([C:14]([F:17])([F:16])[F:15])[CH:9]=2)=[CH:6][C:5]([C:18](O)=[O:19])=[CH:4][C:3]=1[C:21]1[CH:26]=[CH:25][CH:24]=[C:23]([C:27]([F:30])([F:29])[F:28])[CH:22]=1.C([N:38]1[CH:42]=[CH:41]N=C1)(N1C=CN=C1)=O.[C:43]1(NCCCCCCCC)[CH:48]=[CH:47][CH:46]=[CH:45][CH:44]=1. Given the product [C:43]1([CH2:6][CH2:7][CH2:2][CH2:3][CH2:4][CH2:5][CH2:41][CH2:42][NH:38][C:18]([C:5]2[CH:4]=[C:3]([C:21]3[CH:26]=[CH:25][CH:24]=[C:23]([C:27]([F:30])([F:28])[F:29])[CH:22]=3)[C:2]([NH2:1])=[C:7]([C:8]3[CH:13]=[CH:12][CH:11]=[C:10]([C:14]([F:15])([F:16])[F:17])[CH:9]=3)[CH:6]=2)=[O:19])[CH:44]=[CH:45][CH:46]=[CH:47][CH:48]=1, predict the reactants needed to synthesize it. (3) Given the product [CH2:1]([O:8][C:9]([C@H:11]1[CH2:12][CH2:13][C@@H:14]([N:17]([C:18](=[O:46])[CH2:19][CH2:20][C@H:21]([NH:28][CH2:29][C:30]2[C:35]([NH2:36])=[CH:34][N:33]=[C:32]([O:39][C:40]3[CH:41]=[CH:42][CH:43]=[CH:44][CH:45]=3)[CH:31]=2)[CH:22]2[CH2:27][CH2:26][O:25][CH2:24][CH2:23]2)[CH2:47][CH2:48][O:49][CH2:50][C:51]2[CH:56]=[CH:55][CH:54]=[CH:53][CH:52]=2)[CH2:15][CH2:16]1)=[O:10])[C:2]1[CH:3]=[CH:4][CH:5]=[CH:6][CH:7]=1, predict the reactants needed to synthesize it. The reactants are: [CH2:1]([O:8][C:9]([C@H:11]1[CH2:16][CH2:15][C@@H:14]([N:17]([CH2:47][CH2:48][O:49][CH2:50][C:51]2[CH:56]=[CH:55][CH:54]=[CH:53][CH:52]=2)[C:18](=[O:46])[CH2:19][CH2:20][C@H:21]([NH:28][CH2:29][C:30]2[C:35]([N+:36]([O-])=O)=[CH:34][N:33]=[C:32]([O:39][C:40]3[CH:45]=[CH:44][CH:43]=[CH:42][CH:41]=3)[CH:31]=2)[CH:22]2[CH2:27][CH2:26][O:25][CH2:24][CH2:23]2)[CH2:13][CH2:12]1)=[O:10])[C:2]1[CH:7]=[CH:6][CH:5]=[CH:4][CH:3]=1.[NH4+].[Cl-]. (4) Given the product [ClH:30].[Cl:37][C:34]1[CH:35]=[CH:36][C:31]([C:21]2[N:22]([C:24]3[CH:29]=[CH:28][CH:27]=[CH:26][C:25]=3[Cl:30])[N:23]=[C:16]3[C:15]([N:11]4[CH2:10][CH:9]5[CH2:14][CH:12]4[CH2:13][NH:8]5)=[N:20][CH:19]=[N:18][C:17]=23)=[CH:32][CH:33]=1, predict the reactants needed to synthesize it. The reactants are: C(OC([N:8]1[CH2:13][CH:12]2[CH2:14][CH:9]1[CH2:10][N:11]2[C:15]1[C:16]2[C:17](=[C:21]([C:31]3[CH:36]=[CH:35][C:34]([Cl:37])=[CH:33][CH:32]=3)[N:22]([C:24]3[CH:29]=[CH:28][CH:27]=[CH:26][C:25]=3[Cl:30])[N:23]=2)[N:18]=[CH:19][N:20]=1)=O)(C)(C)C.Cl.